From a dataset of Full USPTO retrosynthesis dataset with 1.9M reactions from patents (1976-2016). Predict the reactants needed to synthesize the given product. (1) Given the product [C:37]([O:36][C:34](=[O:35])[CH2:33][O:32][CH2:31][CH2:30][O:1][C:2]1[CH:3]=[CH:4][C:5]([C:8]2[CH:13]=[CH:12][C:11]([C:14]([O:16][CH2:17][CH3:18])=[O:15])=[CH:10][CH:9]=2)=[CH:6][CH:7]=1)([CH3:40])([CH3:39])[CH3:38], predict the reactants needed to synthesize it. The reactants are: [OH:1][C:2]1[CH:7]=[CH:6][C:5]([C:8]2[CH:13]=[CH:12][C:11]([C:14]([O:16][CH2:17][CH3:18])=[O:15])=[CH:10][CH:9]=2)=[CH:4][CH:3]=1.CC1C=CC(S(O[CH2:30][CH2:31][O:32][CH2:33][C:34]([O:36][C:37]([CH3:40])([CH3:39])[CH3:38])=[O:35])(=O)=O)=CC=1.C(=O)([O-])[O-].[K+].[K+]. (2) Given the product [F:25][CH:20]([F:26])[O:1][C:2]1[CH:3]=[C:4]([C:11]([N:13]2[CH2:16][CH:15]([O:17][CH3:18])[CH2:14]2)=[O:12])[CH:5]=[CH:6][C:7]=1[N+:8]([O-:10])=[O:9], predict the reactants needed to synthesize it. The reactants are: [OH:1][C:2]1[CH:3]=[C:4]([C:11]([N:13]2[CH2:16][CH:15]([O:17][CH3:18])[CH2:14]2)=[O:12])[CH:5]=[CH:6][C:7]=1[N+:8]([O-:10])=[O:9].Cl[C:20]([F:26])([F:25])C(OC)=O.C(=O)([O-])[O-].[K+].[K+]. (3) Given the product [ClH:50].[ClH:50].[CH:29]1([C@H:14]([NH:13][C:11](=[O:12])[C@H:9]([CH3:10])[NH:8][CH3:35])[C:15]([N:17]2[C@H:22]([C:23]([NH:43][CH:42]([C:36]3[CH:41]=[CH:40][CH:39]=[CH:38][CH:37]=3)[C:44]3[CH:49]=[CH:48][CH:47]=[CH:46][CH:45]=3)=[O:25])[CH2:21][N:20]3[CH2:26][CH2:27][CH2:28][C@@H:19]3[CH2:18]2)=[O:16])[CH2:30][CH2:31][CH2:32][CH2:33][CH2:34]1, predict the reactants needed to synthesize it. The reactants are: C(OC([N:8]([CH3:35])[C@H:9]([C:11]([NH:13][C@@H:14]([CH:29]1[CH2:34][CH2:33][CH2:32][CH2:31][CH2:30]1)[C:15]([N:17]1[C@H:22]([C:23]([OH:25])=O)[CH2:21][N:20]2[CH2:26][CH2:27][CH2:28][C@@H:19]2[CH2:18]1)=[O:16])=[O:12])[CH3:10])=O)(C)(C)C.[C:36]1([CH:42]([C:44]2[CH:49]=[CH:48][CH:47]=[CH:46][CH:45]=2)[NH2:43])[CH:41]=[CH:40][CH:39]=[CH:38][CH:37]=1.[Cl-:50].COC1N=C(OC)N=C([N+]2(C)CCOCC2)N=1.CN1CCOCC1.C(OCC)(=O)C.Cl. (4) Given the product [F:17][C:4]1[CH:3]=[C:2]([C:23]2[CH:24]=[CH:25][C:20]([O:19][CH3:18])=[CH:21][CH:22]=2)[C:10]2[N:9]3[CH2:11][CH2:12][NH:13][C:14](=[O:15])[C:8]3=[CH:7][C:6]=2[C:5]=1[F:16], predict the reactants needed to synthesize it. The reactants are: Br[C:2]1[C:10]2[N:9]3[CH2:11][CH2:12][NH:13][C:14](=[O:15])[C:8]3=[CH:7][C:6]=2[C:5]([F:16])=[C:4]([F:17])[CH:3]=1.[CH3:18][O:19][C:20]1[CH:25]=[CH:24][C:23](B(O)O)=[CH:22][CH:21]=1. (5) Given the product [CH3:18][C:15]1[CH:16]=[CH:17][C:12]([CH:8]([C:5]2[CH:4]=[CH:3][C:2]([CH3:1])=[CH:7][CH:6]=2)[C:9]([NH:19][CH2:20][CH2:21][CH2:22][N:23]2[CH2:28][CH2:27][CH:26]([C:29]3[CH:30]=[C:31]([NH:36][C:37](=[O:41])[CH:38]([CH3:39])[CH3:40])[CH:32]=[CH:33][C:34]=3[F:35])[CH2:25][CH2:24]2)=[O:11])=[CH:13][CH:14]=1, predict the reactants needed to synthesize it. The reactants are: [CH3:1][C:2]1[CH:7]=[CH:6][C:5]([CH:8]([C:12]2[CH:17]=[CH:16][C:15]([CH3:18])=[CH:14][CH:13]=2)[C:9]([OH:11])=O)=[CH:4][CH:3]=1.[NH2:19][CH2:20][CH2:21][CH2:22][N:23]1[CH2:28][CH2:27][CH:26]([C:29]2[CH:30]=[C:31]([NH:36][C:37](=[O:41])[CH:38]([CH3:40])[CH3:39])[CH:32]=[CH:33][C:34]=2[F:35])[CH2:25][CH2:24]1.Cl.